Task: Predict the product of the given reaction.. Dataset: Forward reaction prediction with 1.9M reactions from USPTO patents (1976-2016) (1) Given the reactants [Br:1][C:2]1[CH:7]=[CH:6][C:5]([S:8](Cl)(=[O:10])=[O:9])=[CH:4][CH:3]=1.[CH3:12][C@@H:13]1[CH2:18][O:17][CH2:16][CH2:15][NH:14]1, predict the reaction product. The product is: [Br:1][C:2]1[CH:7]=[CH:6][C:5]([S:8]([N:14]2[CH2:15][CH2:16][O:17][CH2:18][C@H:13]2[CH3:12])(=[O:10])=[O:9])=[CH:4][CH:3]=1. (2) Given the reactants [C:1]([O:5][C:6]([N:8]1[CH2:12][CH2:11][CH:10]([OH:13])[CH2:9]1)=[O:7])([CH3:4])([CH3:3])[CH3:2].O[C:15]1[CH:22]=[CH:21][C:18]([CH:19]=[O:20])=[CH:17][CH:16]=1.C1(P(C2C=CC=CC=2)C2C=CC=CC=2)C=CC=CC=1.N(C(OCC)=O)=NC(OCC)=O, predict the reaction product. The product is: [C:1]([O:5][C:6]([N:8]1[CH2:12][CH2:11][CH:10]([O:13][C:15]2[CH:22]=[CH:21][C:18]([CH:19]=[O:20])=[CH:17][CH:16]=2)[CH2:9]1)=[O:7])([CH3:4])([CH3:2])[CH3:3]. (3) The product is: [C:10]([O:14][C:15](=[O:30])[CH2:16][N:17]([CH2:18][C:19]1[CH:24]=[C:23]([C:25]([O:27][CH2:28][CH3:29])=[O:26])[CH:22]=[CH:21][N:20]=1)[C:33](=[O:34])[C:32]([F:43])([F:42])[F:31])([CH3:13])([CH3:12])[CH3:11]. Given the reactants CCN(C(C)C)C(C)C.[C:10]([O:14][C:15](=[O:30])[CH2:16][NH:17][CH2:18][C:19]1[CH:24]=[C:23]([C:25]([O:27][CH2:28][CH3:29])=[O:26])[CH:22]=[CH:21][N:20]=1)([CH3:13])([CH3:12])[CH3:11].[F:31][C:32]([F:43])([F:42])[C:33](O[C:33](=[O:34])[C:32]([F:43])([F:42])[F:31])=[O:34], predict the reaction product. (4) Given the reactants CC(C)([O-])C.[K+].[F:7][C:8]1[CH:15]=[CH:14][C:11]([CH:12]=O)=[CH:10][CH:9]=1.[C:16]([O:24]C)(=[O:23])[CH2:17][CH2:18][C:19]([O:21][CH3:22])=[O:20], predict the reaction product. The product is: [CH3:22][O:21][C:19](=[O:20])[C:18](=[CH:12][C:11]1[CH:14]=[CH:15][C:8]([F:7])=[CH:9][CH:10]=1)[CH2:17][C:16]([OH:24])=[O:23]. (5) Given the reactants [CH3:1][O:2][C:3]1[CH:4]=[C:5]2[C:10](=[CH:11][C:12]=1[O:13][CH3:14])[N:9]=[CH:8][N:7]=[C:6]2[O:15][C:16]1[CH:21]=[CH:20][C:19]([CH2:22][C:23](O)=[O:24])=[CH:18][CH:17]=1.[CH3:26][N:27]([CH2:29][C:30]1[CH:31]=[C:32]([CH:34]=[CH:35][CH:36]=1)[NH2:33])[CH3:28], predict the reaction product. The product is: [CH3:28][N:27]([CH2:29][C:30]1[CH:31]=[C:32]([NH:33][C:23](=[O:24])[CH2:22][C:19]2[CH:18]=[CH:17][C:16]([O:15][C:6]3[C:5]4[C:10](=[CH:11][C:12]([O:13][CH3:14])=[C:3]([O:2][CH3:1])[CH:4]=4)[N:9]=[CH:8][N:7]=3)=[CH:21][CH:20]=2)[CH:34]=[CH:35][CH:36]=1)[CH3:26]. (6) Given the reactants COC1C=CC(C[N:8]2[C:16]3[C:15](=[O:17])[N:14]4[C:18]([CH3:21])=[N:19][N:20]=[C:13]4[N:12]([CH2:22][CH2:23][CH2:24][CH2:25][CH3:26])[C:11]=3[N:10]=[C:9]2[S:27][CH3:28])=CC=1.FC(F)(F)C(O)=O, predict the reaction product. The product is: [CH3:21][C:18]1[N:14]2[C:15](=[O:17])[C:16]3[NH:8][C:9]([S:27][CH3:28])=[N:10][C:11]=3[N:12]([CH2:22][CH2:23][CH2:24][CH2:25][CH3:26])[C:13]2=[N:20][N:19]=1.